This data is from NCI-60 drug combinations with 297,098 pairs across 59 cell lines. The task is: Regression. Given two drug SMILES strings and cell line genomic features, predict the synergy score measuring deviation from expected non-interaction effect. Drug 1: C1CC(=O)NC(=O)C1N2C(=O)C3=CC=CC=C3C2=O. Drug 2: C(CCl)NC(=O)N(CCCl)N=O. Cell line: OVCAR-5. Synergy scores: CSS=3.49, Synergy_ZIP=4.05, Synergy_Bliss=0.0309, Synergy_Loewe=-0.224, Synergy_HSA=0.291.